Task: Regression. Given two drug SMILES strings and cell line genomic features, predict the synergy score measuring deviation from expected non-interaction effect.. Dataset: NCI-60 drug combinations with 297,098 pairs across 59 cell lines (1) Drug 1: CN1C2=C(C=C(C=C2)N(CCCl)CCCl)N=C1CCCC(=O)O.Cl. Drug 2: CC(C)CN1C=NC2=C1C3=CC=CC=C3N=C2N. Cell line: SR. Synergy scores: CSS=4.12, Synergy_ZIP=-4.84, Synergy_Bliss=-3.32, Synergy_Loewe=-2.85, Synergy_HSA=-2.75. (2) Drug 1: CC(C1=C(C=CC(=C1Cl)F)Cl)OC2=C(N=CC(=C2)C3=CN(N=C3)C4CCNCC4)N. Drug 2: CC1=C(N=C(N=C1N)C(CC(=O)N)NCC(C(=O)N)N)C(=O)NC(C(C2=CN=CN2)OC3C(C(C(C(O3)CO)O)O)OC4C(C(C(C(O4)CO)O)OC(=O)N)O)C(=O)NC(C)C(C(C)C(=O)NC(C(C)O)C(=O)NCCC5=NC(=CS5)C6=NC(=CS6)C(=O)NCCC[S+](C)C)O. Cell line: UACC-257. Synergy scores: CSS=-4.43, Synergy_ZIP=-0.764, Synergy_Bliss=-6.36, Synergy_Loewe=-8.09, Synergy_HSA=-7.16.